Dataset: Full USPTO retrosynthesis dataset with 1.9M reactions from patents (1976-2016). Task: Predict the reactants needed to synthesize the given product. (1) Given the product [CH3:30][N:19]([CH:20]1[CH2:25][C:24]([CH3:27])([CH3:26])[NH:23][C:22]([CH3:29])([CH3:28])[CH2:21]1)[C:17]1[S:18][C:14]([C:4]2[CH:5]=[CH:6][C:7]([N:9]3[CH:13]=[CH:12][CH:11]=[N:10]3)=[CH:8][C:3]=2[OH:2])=[N:15][N:16]=1, predict the reactants needed to synthesize it. The reactants are: C[O:2][C:3]1[CH:8]=[C:7]([N:9]2[CH:13]=[CH:12][CH:11]=[N:10]2)[CH:6]=[CH:5][C:4]=1[C:14]1[S:18][C:17]([N:19]([CH3:30])[CH:20]2[CH2:25][C:24]([CH3:27])([CH3:26])[NH:23][C:22]([CH3:29])([CH3:28])[CH2:21]2)=[N:16][N:15]=1.B(Br)(Br)Br. (2) Given the product [C:10]([C:12]1[CH:13]=[C:14]([CH:15]=[CH:16][CH:17]=1)[O:18][CH2:3][CH2:4][N:5]1[CH2:9][CH2:8][CH2:7][CH2:6]1)#[CH:11], predict the reactants needed to synthesize it. The reactants are: Cl.Cl[CH2:3][CH2:4][N:5]1[CH2:9][CH2:8][CH2:7][CH2:6]1.[C:10]([C:12]1[CH:13]=[C:14]([OH:18])[CH:15]=[CH:16][CH:17]=1)#[CH:11].